Dataset: Full USPTO retrosynthesis dataset with 1.9M reactions from patents (1976-2016). Task: Predict the reactants needed to synthesize the given product. (1) Given the product [CH2:8]([O:7][C:6]([NH:5][CH2:4][C:3]([CH3:17])([CH3:16])[C:2]([OH:22])=[O:1])=[O:15])[C:9]1[CH:14]=[CH:13][CH:12]=[CH:11][CH:10]=1, predict the reactants needed to synthesize it. The reactants are: [OH:1][CH2:2][C:3]([CH3:17])([CH3:16])[CH2:4][NH:5][C:6](=[O:15])[O:7][CH2:8][C:9]1[CH:14]=[CH:13][CH:12]=[CH:11][CH:10]=1.C(#N)C.I([O-])(=O)(=O)=[O:22].[Na+]. (2) Given the product [OH:1][C@H:2]1[C@H:9]2[C@:5]([C:12]([OH:14])=[O:13])([O:6][C:7]([CH3:11])([CH3:10])[O:8]2)[O:4][C@H:3]1[CH2:16][NH:17][C:18](=[O:60])[CH2:19][NH:20][C:21](=[O:59])[CH2:22][N:23]1[CH2:34][CH2:33][N:32]([CH2:35][C:36](=[O:42])[O:37][C:38]([CH3:39])([CH3:40])[CH3:41])[CH2:31][CH2:30][N:29]([CH2:43][C:44](=[O:50])[O:45][C:46]([CH3:47])([CH3:48])[CH3:49])[CH2:28][CH2:27][N:26]([CH2:51][C:52]([O:54][C:55]([CH3:58])([CH3:57])[CH3:56])=[O:53])[CH2:25][CH2:24]1, predict the reactants needed to synthesize it. The reactants are: [OH:1][C@H:2]1[C@H:9]2[C@:5]([C:12]([O:14]C)=[O:13])([O:6][C:7]([CH3:11])([CH3:10])[O:8]2)[O:4][C@H:3]1[CH2:16][NH:17][C:18](=[O:60])[CH2:19][NH:20][C:21](=[O:59])[CH2:22][N:23]1[CH2:34][CH2:33][N:32]([CH2:35][C:36](=[O:42])[O:37][C:38]([CH3:41])([CH3:40])[CH3:39])[CH2:31][CH2:30][N:29]([CH2:43][C:44](=[O:50])[O:45][C:46]([CH3:49])([CH3:48])[CH3:47])[CH2:28][CH2:27][N:26]([CH2:51][C:52]([O:54][C:55]([CH3:58])([CH3:57])[CH3:56])=[O:53])[CH2:25][CH2:24]1.O[Li].O. (3) Given the product [O:18]1[CH2:3][CH:2]1[CH2:1][C:4]1[CH:9]=[CH:8][CH:7]=[CH:6][C:5]=1[CH2:10][CH:11]1[CH2:24][O:27]1, predict the reactants needed to synthesize it. The reactants are: [CH2:1]([C:4]1[CH:9]=[CH:8][CH:7]=[CH:6][C:5]=1[CH2:10][CH:11]=C)[CH:2]=[CH2:3].ClC1C=C(C=CC=1)C(OO)=[O:18].[C:24]([O-:27])(O)=O.[Na+]. (4) Given the product [NH2:7][C:8]1[S:9][C:10]2[C:19](=[O:20])[CH2:18][CH2:17][C:16]3[C:12](=[CH:13][N:14]([CH2:21][C:22]4[CH:27]=[CH:26][C:25]([O:28][CH3:29])=[CH:24][CH:23]=4)[N:15]=3)[C:11]=2[N:30]=1, predict the reactants needed to synthesize it. The reactants are: C(OC(=O)[NH:7][C:8]1[S:9][C:10]2[C:19](=[O:20])[CH2:18][CH2:17][C:16]3[C:12](=[CH:13][N:14]([CH2:21][C:22]4[CH:27]=[CH:26][C:25]([O:28][CH3:29])=[CH:24][CH:23]=4)[N:15]=3)[C:11]=2[N:30]=1)(C)(C)C. (5) Given the product [NH:20]1[C:21]2[C:17](=[CH:16][CH:15]=[C:14]([NH:13][C:3]3[NH:8][C:7](=[O:9])[CH:6]=[C:5]([CH2:10][CH2:11][CH3:12])[N:4]=3)[CH:22]=2)[CH:18]=[CH:19]1, predict the reactants needed to synthesize it. The reactants are: CS[C:3]1[NH:8][C:7](=[O:9])[CH:6]=[C:5]([CH2:10][CH2:11][CH3:12])[N:4]=1.[NH2:13][C:14]1[CH:22]=[C:21]2[C:17]([CH:18]=[CH:19][NH:20]2)=[CH:16][CH:15]=1. (6) Given the product [CH3:54][O:53][C:49]1[CH:48]=[C:47]2[C:52](=[CH:51][CH:50]=1)[CH:43]([NH:42][C:40]1[CH:41]=[C:36]([N:59]3[CH2:64][CH2:63][NH:62][CH2:61][CH2:60]3)[CH:37]=[CH:38][C:39]=1[S:55]([CH3:58])(=[O:57])=[O:56])[CH2:44][CH2:45][CH2:46]2, predict the reactants needed to synthesize it. The reactants are: COC1C=C2C(=CC=1)C(N)CCC2.FC1C=C(F)C=CC=1S(C)(=O)=O.C(N(C(C)C)CC)(C)C.F[C:36]1[CH:37]=[CH:38][C:39]([S:55]([CH3:58])(=[O:57])=[O:56])=[C:40]([NH:42][CH:43]2[C:52]3[C:47](=[CH:48][C:49]([O:53][CH3:54])=[CH:50][CH:51]=3)[CH2:46][CH2:45][CH2:44]2)[CH:41]=1.[NH:59]1[CH2:64][CH2:63][NH:62][CH2:61][CH2:60]1. (7) Given the product [Cl:13][CH2:9][C:6]1[CH:5]=[CH:4][C:3]([O:2][CH3:1])=[N:8][CH:7]=1, predict the reactants needed to synthesize it. The reactants are: [CH3:1][O:2][C:3]1[N:8]=[CH:7][C:6]([CH2:9]O)=[CH:5][CH:4]=1.S(Cl)([Cl:13])=O.C1(C)C=CC=CC=1.[OH-].[Na+].